From a dataset of Catalyst prediction with 721,799 reactions and 888 catalyst types from USPTO. Predict which catalyst facilitates the given reaction. (1) Reactant: [CH3:1][O:2][C:3]1[CH:4]=[C:5]([CH2:9][OH:10])[CH:6]=[CH:7][CH:8]=1.C(N(CC)CC)C.ClCCl.[C:21](OC(=O)C)(=[O:23])[CH3:22]. Product: [CH3:1][O:2][C:3]1[CH:4]=[C:5]([CH:6]=[CH:7][CH:8]=1)[CH2:9][O:10][C:21](=[O:23])[CH3:22]. The catalyst class is: 25. (2) Reactant: [CH3:1][C:2]1[CH:3]=[C:4]([C:8]2[N:13]3[N:14]=[C:15]([CH3:18])[C:16](I)=[C:12]3[N:11]=[C:10]([N:19]3[CH2:23][CH2:22][CH2:21][C@H:20]3[CH2:24][OH:25])[CH:9]=2)[CH:5]=[CH:6][CH:7]=1.[CH3:26][O:27][C:28]1[CH:33]=[CH:32][C:31](B(O)O)=[CH:30][CH:29]=1.C1(C)C=CC=CC=1.C([O-])(O)=O.[Na+]. Product: [CH3:26][O:27][C:28]1[CH:33]=[CH:32][C:31]([C:16]2[C:15]([CH3:18])=[N:14][N:13]3[C:8]([C:4]4[CH:5]=[CH:6][CH:7]=[C:2]([CH3:1])[CH:3]=4)=[CH:9][C:10]([N:19]4[CH2:23][CH2:22][CH2:21][C@H:20]4[CH2:24][OH:25])=[N:11][C:12]=23)=[CH:30][CH:29]=1. The catalyst class is: 461. (3) Reactant: [C:1](Cl)(=[O:4])[CH2:2][CH3:3].[CH3:6][C:7]1[N:12]=[C:11]([C:13]2[N:14]=[C:15]3[N:20]=[C:19]([NH2:21])[CH:18]=[CH:17][N:16]3[C:22]=2[C:23]2[CH:28]=[CH:27][N:26]=[C:25]([S:29][CH3:30])[N:24]=2)[CH:10]=[CH:9][CH:8]=1. Product: [CH3:6][C:7]1[N:12]=[C:11]([C:13]2[N:14]=[C:15]3[N:20]=[C:19]([NH:21][C:1](=[O:4])[CH2:2][CH3:3])[CH:18]=[CH:17][N:16]3[C:22]=2[C:23]2[CH:28]=[CH:27][N:26]=[C:25]([S:29][CH3:30])[N:24]=2)[CH:10]=[CH:9][CH:8]=1. The catalyst class is: 228. (4) Reactant: [CH3:1][CH:2]1[CH2:7][CH:6]([C:8]2[O:9][C:10]([CH3:13])=[N:11][N:12]=2)[CH2:5][CH2:4][N:3]1C(OC(C)(C)C)=O.C(O)(C(F)(F)F)=O. Product: [CH3:13][C:10]1[O:9][C:8]([CH:6]2[CH2:5][CH2:4][NH:3][CH:2]([CH3:1])[CH2:7]2)=[N:12][N:11]=1. The catalyst class is: 2. (5) Reactant: [F:1][C:2]1[CH:10]=[C:9]([F:11])[CH:8]=[C:7]([F:12])[C:3]=1[C:4](Cl)=[O:5].[CH:13]1[CH:18]=[CH:17][CH:16]=[CH:15][CH:14]=1. Product: [C:13]1([C:4]([C:3]2[C:2]([F:1])=[CH:10][C:9]([F:11])=[CH:8][C:7]=2[F:12])=[O:5])[CH:18]=[CH:17][CH:16]=[CH:15][CH:14]=1. The catalyst class is: 6. (6) Reactant: [CH3:1][O:2][C:3]1[C:12]2[CH:13]=C[O:15][C:11]=2[CH:10]=[C:9]2[C:4]=1[C:5](=[O:18])[CH2:6][C:7]([CH3:17])([CH3:16])[O:8]2.C1(P(C2C=CC=CC=2)C2C=CC=CC=2)C=CC=CC=1.[O:38]=[O+][O-]. Product: [OH:15][C:11]1[CH:10]=[C:9]2[C:4]([C:5](=[O:18])[CH2:6][C:7]([CH3:17])([CH3:16])[O:8]2)=[C:3]([O:2][CH3:1])[C:12]=1[CH:13]=[O:38]. The catalyst class is: 4. (7) Reactant: C(N[C:6](=[O:22])[C:7]1[CH:12]=[CH:11][N:10]=[CH:9][C:8]=1[CH2:13][C:14](=[O:21])[C:15]1[CH:20]=[CH:19][N:18]=[CH:17][CH:16]=1)(C)(C)C. Product: [N:18]1[CH:19]=[CH:20][C:15]([C:14]2[O:21][C:6](=[O:22])[C:7]3[CH:12]=[CH:11][N:10]=[CH:9][C:8]=3[CH:13]=2)=[CH:16][CH:17]=1. The catalyst class is: 3.